This data is from Full USPTO retrosynthesis dataset with 1.9M reactions from patents (1976-2016). The task is: Predict the reactants needed to synthesize the given product. (1) Given the product [NH:7]1[C:8]2[C:13](=[CH:12][CH:11]=[CH:10][CH:9]=2)[C:5]([C:3](=[O:4])[CH:2]([NH:20][C:21]2[CH:22]=[C:23]([CH:26]=[CH:27][CH:28]=2)[C:24]#[N:25])[C:14]2[CH:19]=[CH:18][CH:17]=[CH:16][CH:15]=2)=[CH:6]1, predict the reactants needed to synthesize it. The reactants are: Cl[CH:2]([C:14]1[CH:19]=[CH:18][CH:17]=[CH:16][CH:15]=1)[C:3]([C:5]1[C:13]2[C:8](=[CH:9][CH:10]=[CH:11][CH:12]=2)[NH:7][CH:6]=1)=[O:4].[NH2:20][C:21]1[CH:22]=[C:23]([CH:26]=[CH:27][CH:28]=1)[C:24]#[N:25].CCN(C(C)C)C(C)C. (2) Given the product [O:1]1[C:6]2[CH:7]=[CH:8][C:9]([CH2:11][NH:12][CH:20]3[CH2:25][CH2:24][N:23]([CH2:26][CH2:27][N:28]4[C:37]5[C:32](=[C:33]([Br:38])[CH:34]=[CH:35][CH:36]=5)[CH:31]=[CH:30][C:29]4=[O:39])[CH2:22][CH2:21]3)=[CH:10][C:5]=2[O:4][CH2:3][CH2:2]1, predict the reactants needed to synthesize it. The reactants are: [O:1]1[C:6]2[CH:7]=[CH:8][C:9]([CH2:11][N:12]([CH:20]3[CH2:25][CH2:24][N:23]([CH2:26][CH2:27][N:28]4[C:37]5[C:32](=[C:33]([Br:38])[CH:34]=[CH:35][CH:36]=5)[CH:31]=[CH:30][C:29]4=[O:39])[CH2:22][CH2:21]3)C(=O)OC(C)(C)C)=[CH:10][C:5]=2[O:4][CH2:3][CH2:2]1.FC(F)(F)C(O)=O. (3) Given the product [C:12]([C:6]1[CH:7]=[N:8][C:9]2[C:4]([C:5]=1[NH:16][C:17]1[CH:18]=[CH:19][C:20]([N:23]3[CH2:28][CH2:27][CH2:26][CH:25]([N:29]([CH3:37])[C:30](=[O:36])[O:31][C:32]([CH3:33])([CH3:34])[CH3:35])[CH2:24]3)=[N:21][CH:22]=1)=[CH:3][C:2]([Br:1])=[CH:11][CH:10]=2)(=[O:14])[CH3:13], predict the reactants needed to synthesize it. The reactants are: [Br:1][C:2]1[CH:3]=[C:4]2[C:9](=[CH:10][CH:11]=1)[N:8]=[CH:7][C:6]([C:12](=[O:14])[CH3:13])=[C:5]2Cl.[NH2:16][C:17]1[CH:18]=[CH:19][C:20]([N:23]2[CH2:28][CH2:27][CH2:26][CH:25]([N:29]([CH3:37])[C:30](=[O:36])[O:31][C:32]([CH3:35])([CH3:34])[CH3:33])[CH2:24]2)=[N:21][CH:22]=1.